From a dataset of Full USPTO retrosynthesis dataset with 1.9M reactions from patents (1976-2016). Predict the reactants needed to synthesize the given product. The reactants are: Cl[C:2]1[CH:7]=[CH:6][N:5]=[C:4]2[N:8](S(C3C=CC(C)=CC=3)(=O)=O)[C:9]([C:11]3[C:19]4[C:14](=[CH:15][CH:16]=[C:17]([C:20]([O:22][CH3:23])=[O:21])[CH:18]=4)[N:13]([CH3:24])[CH:12]=3)=[CH:10][C:3]=12.[CH3:35][N:36](C)C(=O)C. Given the product [CH3:23][O:22][C:20]([C:17]1[CH:18]=[C:19]2[C:14](=[CH:15][CH:16]=1)[N:13]([CH3:24])[CH:12]=[C:11]2[C:9]1[NH:8][C:4]2=[N:5][CH:6]=[CH:7][C:2]([C:35]#[N:36])=[C:3]2[CH:10]=1)=[O:21], predict the reactants needed to synthesize it.